From a dataset of Catalyst prediction with 721,799 reactions and 888 catalyst types from USPTO. Predict which catalyst facilitates the given reaction. (1) Reactant: [CH3:1][O:2][C:3]1[CH:4]=[C:5]([CH2:11][C@H:12]([NH:42]C(=O)OC(C)(C)C)[C:13]([N:15]2[CH2:20][CH2:19][CH:18]([N:21]3[N:30]=[C:29]([C:31]4[CH:36]=[CH:35][C:34]([O:37][CH3:38])=[C:33]([O:39][CH3:40])[CH:32]=4)[C@@H:28]4[C@@H:23]([CH2:24][CH2:25][CH2:26][CH2:27]4)[C:22]3=[O:41])[CH2:17][CH2:16]2)=[O:14])[CH:6]=[CH:7][C:8]=1[O:9][CH3:10].[ClH:50].C(OCC)C. Product: [ClH:50].[NH2:42][C@@H:12]([CH2:11][C:5]1[CH:6]=[CH:7][C:8]([O:9][CH3:10])=[C:3]([O:2][CH3:1])[CH:4]=1)[C:13]([N:15]1[CH2:16][CH2:17][CH:18]([N:21]2[N:30]=[C:29]([C:31]3[CH:36]=[CH:35][C:34]([O:37][CH3:38])=[C:33]([O:39][CH3:40])[CH:32]=3)[C@@H:28]3[C@@H:23]([CH2:24][CH2:25][CH2:26][CH2:27]3)[C:22]2=[O:41])[CH2:19][CH2:20]1)=[O:14]. The catalyst class is: 12. (2) Reactant: [CH3:1][C:2]1[C:10]2[O:9][C:8]([C:11]3[CH:16]=[CH:15][CH:14]=[CH:13][CH:12]=3)=[N:7][C:6]=2[CH:5]=[CH:4][CH:3]=1.C([O-])(=O)C.[Na+].[Br:22]Br. Product: [Br:22][C:3]1[CH:4]=[CH:5][C:6]2[N:7]=[C:8]([C:11]3[CH:16]=[CH:15][CH:14]=[CH:13][CH:12]=3)[O:9][C:10]=2[C:2]=1[CH3:1]. The catalyst class is: 15.